Task: Predict the reactants needed to synthesize the given product.. Dataset: Retrosynthesis with 50K atom-mapped reactions and 10 reaction types from USPTO Given the product O=Cc1ccc(-c2ccc(C(F)(F)F)cc2)cc1, predict the reactants needed to synthesize it. The reactants are: O=Cc1ccc(Br)cc1.OB(O)c1ccc(C(F)(F)F)cc1.